From a dataset of Peptide-MHC class II binding affinity with 134,281 pairs from IEDB. Regression. Given a peptide amino acid sequence and an MHC pseudo amino acid sequence, predict their binding affinity value. This is MHC class II binding data. The peptide sequence is LHFSEALHIIAGTPE. The MHC is DRB1_1101 with pseudo-sequence DRB1_1101. The binding affinity (normalized) is 0.775.